Dataset: Forward reaction prediction with 1.9M reactions from USPTO patents (1976-2016). Task: Predict the product of the given reaction. Given the reactants [C:1]([C:3]1[CH:4]=[C:5]([CH:10]=[CH:11][C:12]=1[CH3:13])[C:6]([O:8][CH3:9])=[O:7])#N.F[B-](F)(F)F.[SiH](CC)(CC)CC.[OH2:26], predict the reaction product. The product is: [CH:1]([C:3]1[CH:4]=[C:5]([CH:10]=[CH:11][C:12]=1[CH3:13])[C:6]([O:8][CH3:9])=[O:7])=[O:26].